From a dataset of Experimentally validated miRNA-target interactions with 360,000+ pairs, plus equal number of negative samples. Binary Classification. Given a miRNA mature sequence and a target amino acid sequence, predict their likelihood of interaction. (1) The miRNA is hsa-miR-6753-3p with sequence UGGUCUGUCUCUGCCCUGGCAC. The protein sequence of the target gene is MAPGVARGPTPYWRLRLGGAALLLLLIPVAAAQEPPGAACSQNTNKTCEECLKNVSCLWCNTNKACLDYPVTSVLPPASLCKLSSARWGVCWVNFEALIITMSVVGGTLLLGIAICCCCCCRRKRSRKPDRSEEKAMREREERRIRQEERRAEMKTRHDEIRKKYGLFKEENPYARFENN. Result: 0 (no interaction). (2) The miRNA is mmu-miR-339-3p with sequence UGAGCGCCUCGGCGACAGAGCCG. The protein sequence of the target gene is MATEVHNLQELRRSASLATKVFIQRDYSDGTICQFQTKFPPELDSRIERQLFEETVKTLNGFYAEAEKIGGSSYLEGCLACATAYFIFLCMETHYEKVLKKISRYIQEQNEKVFAPRGLLLTDPVERGMRVIEISIYEDRCSSGSSSSGSSSGSGSSSAGGGGAGAR. Result: 0 (no interaction). (3) The miRNA is hsa-miR-3913-3p with sequence AGACAUCAAGAUCAGUCCCAAA. The protein sequence of the target gene is MPWEEPAGEKPSCSHSQKAFHMEPAQKPCFTTDMVTWALLCISAETVRGEAPSQPRGIPHRSPVSVDDLWLEKTQRKKLQKQAHVERRLHIGAVHKDGVKCWRKTIITSPESLNLPRRSHPLSQSAPTGLNHMGWPEHTPGTAMPDGALDTAVCADEVGSEEDLYDDLHSSSHHYSHPGGGGEQLAINELISDGSVVCAEALWDHVTMDDQELGFKAGDVIEVMDATNREWWWGRVADGEGWFPASFVRLRVNQDEPADDDAPLAGNSGAEDGGAEAQSSKDQMRTNVINEILSTERDYI.... Result: 0 (no interaction). (4) Result: 1 (interaction). The miRNA is hsa-miR-6721-5p with sequence UGGGCAGGGGCUUAUUGUAGGAG. The protein sequence of the target gene is MPSLVVSGIMERNGGFGELGCFGGSAKDRGLLEDERALQLALDQLCLLGLGEPPAPTAGEDGGGGGGGAPAQPAAPPQPAPPPPPAAPPAAPTAAPAAQTPQPPTAPKGASDAKLCALYKEAELRLKGSSNTTECVPVPTSEHVAEIVGRQGCKIKALRAKTNTYIKTPVRGEEPVFMVTGRREDVATARREIISAAEHFSMIRASRNKSGAAFGVAPALPGQVTIRVRVPYRVVGLVVGPKGATIKRIQQQTNTYIITPSRDRDPVFEITGAPGNVERAREEIETHIAVRTGKILEYNN....